The task is: Predict the product of the given reaction.. This data is from Forward reaction prediction with 1.9M reactions from USPTO patents (1976-2016). (1) Given the reactants [CH3:1][N:2]([CH3:21])[C:3](=[O:20])[C@@H:4]([NH:9]C(=O)OCC1C=CC=CC=1)[C:5]1([OH:8])[CH2:7][CH2:6]1, predict the reaction product. The product is: [NH2:9][C@@H:4]([C:5]1([OH:8])[CH2:7][CH2:6]1)[C:3]([N:2]([CH3:21])[CH3:1])=[O:20]. (2) Given the reactants [Br:1][C:2]1[CH:7]=[CH:6][C:5]([S:8](Cl)(=[O:10])=[O:9])=[C:4]([F:12])[CH:3]=1, predict the reaction product. The product is: [Br:1][C:2]1[CH:7]=[CH:6][C:5]([S:8]([C:2]2[CH:7]=[CH:6][CH:5]=[CH:4][CH:3]=2)(=[O:10])=[O:9])=[C:4]([F:12])[CH:3]=1. (3) Given the reactants [CH3:1][O:2][C:3](=[O:16])[CH2:4][C:5]1[C:9]2[CH:10]=[C:11]([CH3:15])[C:12]([OH:14])=[CH:13][C:8]=2[O:7][CH:6]=1, predict the reaction product. The product is: [CH3:1][O:2][C:3](=[O:16])[CH2:4][CH:5]1[C:9]2[CH:10]=[C:11]([CH3:15])[C:12]([OH:14])=[CH:13][C:8]=2[O:7][CH2:6]1.